Dataset: Peptide-MHC class I binding affinity with 185,985 pairs from IEDB/IMGT. Task: Regression. Given a peptide amino acid sequence and an MHC pseudo amino acid sequence, predict their binding affinity value. This is MHC class I binding data. (1) The peptide sequence is ASWHDALDL. The MHC is HLA-B58:01 with pseudo-sequence HLA-B58:01. The binding affinity (normalized) is 0.0847. (2) The peptide sequence is STITNEFCV. The MHC is HLA-A02:02 with pseudo-sequence HLA-A02:02. The binding affinity (normalized) is 0.396. (3) The peptide sequence is TTTTTTAA. The MHC is Mamu-A01 with pseudo-sequence Mamu-A01. The binding affinity (normalized) is 0. (4) The peptide sequence is VFLPNTHNL. The MHC is HLA-A69:01 with pseudo-sequence HLA-A69:01. The binding affinity (normalized) is 0.0847. (5) The peptide sequence is LMFYGKTGW. The MHC is Mamu-B17 with pseudo-sequence Mamu-B17. The binding affinity (normalized) is 0.750. (6) The peptide sequence is VIERINLLV. The MHC is HLA-A68:02 with pseudo-sequence HLA-A68:02. The binding affinity (normalized) is 0.175. (7) The peptide sequence is DLASWIKY. The MHC is Mamu-B17 with pseudo-sequence Mamu-B17. The binding affinity (normalized) is 0.